This data is from Peptide-MHC class II binding affinity with 134,281 pairs from IEDB. The task is: Regression. Given a peptide amino acid sequence and an MHC pseudo amino acid sequence, predict their binding affinity value. This is MHC class II binding data. (1) The peptide sequence is DYINTSLTSINVQASALF. The MHC is DRB1_1501 with pseudo-sequence DRB1_1501. The binding affinity (normalized) is 0.345. (2) The binding affinity (normalized) is 0. The peptide sequence is TSWFYDNDNPYRTWH. The MHC is DRB1_0404 with pseudo-sequence DRB1_0404. (3) The binding affinity (normalized) is 0.301. The MHC is HLA-DQA10301-DQB10302 with pseudo-sequence HLA-DQA10301-DQB10302. The peptide sequence is EPGHLAPTGMFVAAA. (4) The peptide sequence is GFLNEDHWASRENSG. The MHC is DRB3_0101 with pseudo-sequence DRB3_0101. The binding affinity (normalized) is 0.378. (5) The peptide sequence is IKQTLIAIHTLAIRYANRTDV. The binding affinity (normalized) is 0.769. The MHC is DRB1_1101 with pseudo-sequence DRB1_1101. (6) The peptide sequence is RLVAKLFKDYSSVVRPVED. The MHC is DRB1_0401 with pseudo-sequence DRB1_0401. The binding affinity (normalized) is 0.400. (7) The peptide sequence is EHELYVAVLSNALHR. The MHC is DRB1_0901 with pseudo-sequence DRB1_0901. The binding affinity (normalized) is 0.551. (8) The peptide sequence is TYDKGILTVSVAVSE. The MHC is DRB1_0405 with pseudo-sequence DRB1_0405. The binding affinity (normalized) is 0.456. (9) The MHC is HLA-DPA10103-DPB10601 with pseudo-sequence HLA-DPA10103-DPB10601. The binding affinity (normalized) is 0. The peptide sequence is AAATAGTQVYGAFAA.